Dataset: Catalyst prediction with 721,799 reactions and 888 catalyst types from USPTO. Task: Predict which catalyst facilitates the given reaction. (1) Reactant: [CH2:1]([O:8][C:9]1[CH:14]=[CH:13][N:12]([C:15]2[CH:16]=[C:17]3[C:21](=[CH:22][CH:23]=2)[N:20]([CH2:24][CH2:25]Cl)[N:19]=[CH:18]3)[C:11](=[O:27])[CH:10]=1)[C:2]1[CH:7]=[CH:6][CH:5]=[CH:4][CH:3]=1.C([O-])([O-])=O.[Cs+].[Cs+].[OH:34][CH2:35][C@H:36]1[CH2:40][CH2:39][CH2:38][NH:37]1. Product: [CH2:1]([O:8][C:9]1[CH:14]=[CH:13][N:12]([C:15]2[CH:16]=[C:17]3[C:21](=[CH:22][CH:23]=2)[N:20]([CH2:24][CH2:25][N:37]2[CH2:38][CH2:39][CH2:40][C@@H:36]2[CH2:35][OH:34])[N:19]=[CH:18]3)[C:11](=[O:27])[CH:10]=1)[C:2]1[CH:7]=[CH:6][CH:5]=[CH:4][CH:3]=1. The catalyst class is: 18. (2) Reactant: [Si:1]([O:8][C@@H:9]1[C@@:28]2([CH3:29])[C:13](=[CH:14][CH:15]=[C:16]3[C@@H:27]2[CH2:26][CH2:25][C@@:24]2([CH3:30])[C@H:17]3[CH2:18][CH:19]=[C:20]2[C@H:21]([OH:23])[CH3:22])[CH2:12][C@@H:11]([O:31][Si:32]([C:35]([CH3:38])([CH3:37])[CH3:36])([CH3:34])[CH3:33])[CH2:10]1)([C:4]([CH3:7])([CH3:6])[CH3:5])([CH3:3])[CH3:2].[H-].[Na+].C1OCCOCCOCCOCCOC1.Br[CH2:57][C:58]#[C:59][C:60]([CH3:70])([O:62][Si:63]([CH2:68][CH3:69])([CH2:66][CH3:67])[CH2:64][CH3:65])[CH3:61]. Product: [Si:1]([O:8][C@@H:9]1[C@@:28]2([CH3:29])[C:13](=[CH:14][CH:15]=[C:16]3[C@@H:27]2[CH2:26][CH2:25][C@@:24]2([CH3:30])[C@H:17]3[CH2:18][CH:19]=[C:20]2[C@H:21]([O:23][CH2:57][C:58]#[C:59][C:60]([CH3:61])([O:62][Si:63]([CH2:68][CH3:69])([CH2:66][CH3:67])[CH2:64][CH3:65])[CH3:70])[CH3:22])[CH2:12][C@@H:11]([O:31][Si:32]([C:35]([CH3:37])([CH3:36])[CH3:38])([CH3:33])[CH3:34])[CH2:10]1)([C:4]([CH3:7])([CH3:6])[CH3:5])([CH3:3])[CH3:2]. The catalyst class is: 7. (3) Reactant: CS[C:3]([N:15]1[CH2:19][CH:18]([C:20]2[CH:25]=[CH:24][CH:23]=[CH:22][CH:21]=2)[C:17]([C:26]2[CH:31]=[CH:30][C:29]([Cl:32])=[CH:28][CH:27]=2)=[N:16]1)=[N:4][S:5]([C:8]1[CH:13]=[CH:12][C:11]([Cl:14])=[CH:10][CH:9]=1)(=[O:7])=[O:6].[CH3:33][NH:34][CH3:35].ClCCl. Product: [CH3:33][N:34]([CH3:35])[C:3]([N:15]1[CH2:19][CH:18]([C:20]2[CH:25]=[CH:24][CH:23]=[CH:22][CH:21]=2)[C:17]([C:26]2[CH:27]=[CH:28][C:29]([Cl:32])=[CH:30][CH:31]=2)=[N:16]1)=[N:4][S:5]([C:8]1[CH:13]=[CH:12][C:11]([Cl:14])=[CH:10][CH:9]=1)(=[O:6])=[O:7]. The catalyst class is: 5.